The task is: Predict the reaction yield, written as a fraction of the theoretical maximum amount of product (1.0 means a 100% yield; for example, 0.34 means a 34% yield).. This data is from Reaction yield outcomes from USPTO patents with 853,638 reactions. (1) The reactants are [C:1]([O-:7])(=[O:6])[C:2]([CH3:5])([CH3:4])[CH3:3].[Zn+2:8].C([O-])(=O)C(C)(C)C.Br[C:17]1[CH:22]=[CH:21][CH:20]=[C:19]([C:23]([F:26])([F:25])[F:24])[CH:18]=1.[Mg]. No catalyst specified. The product is [C:1]([O-:7])(=[O:6])[C:2]([CH3:5])([CH3:4])[CH3:3].[F:24][C:23]([F:26])([F:25])[C:19]1[CH:18]=[C:17]([Zn+:8])[CH:22]=[CH:21][CH:20]=1. The yield is 0.840. (2) The reactants are [NH3:1].Cl[C:3]1[C:8]2[C:9](=[O:29])[N:10]([C:15]3[CH:20]=[CH:19][C:18]([C:21]4[C:26]([F:27])=[CH:25][CH:24]=[CH:23][C:22]=4[F:28])=[CH:17][CH:16]=3)[CH2:11][C@@H:12]([CH3:14])[O:13][C:7]=2[N:6]=[CH:5][N:4]=1. The catalyst is O1CCOCC1. The product is [NH2:1][C:3]1[C:8]2[C:9](=[O:29])[N:10]([C:15]3[CH:20]=[CH:19][C:18]([C:21]4[C:26]([F:27])=[CH:25][CH:24]=[CH:23][C:22]=4[F:28])=[CH:17][CH:16]=3)[CH2:11][C@@H:12]([CH3:14])[O:13][C:7]=2[N:6]=[CH:5][N:4]=1. The yield is 0.218. (3) The reactants are [N:1]1([CH2:6][C:7]2[CH:14]=[CH:13][C:10]([C:11]#[N:12])=[CH:9][CH:8]=2)[CH:5]=[CH:4][CH:3]=[N:2]1.CCO.[NH2:18][OH:19]. The catalyst is [Cl-].[Na+].O. The product is [OH:19][N:18]=[C:11]([C:10]1[CH:9]=[CH:8][C:7]([CH2:6][N:1]2[CH:5]=[CH:4][CH:3]=[N:2]2)=[CH:14][CH:13]=1)[NH2:12]. The yield is 0.960.